Dataset: Catalyst prediction with 721,799 reactions and 888 catalyst types from USPTO. Task: Predict which catalyst facilitates the given reaction. Reactant: [C:1]([C:4]1[C:5](=[O:34])[N:6]([CH3:33])[C:7]2[C:12]([C:13]=1[NH:14][C:15](=O)[CH3:16])=[CH:11][C:10]([C:18]1[CH:23]=[CH:22][C:21]([Cl:24])=[CH:20][CH:19]=1)=[C:9]([C:25]1[CH:30]=[CH:29][C:28]([Cl:31])=[CH:27][C:26]=1[Cl:32])[N:8]=2)(=[O:3])[CH3:2].[CH3:35][Mg+].[Br-]. Product: [Cl:24][C:21]1[CH:20]=[CH:19][C:18]([C:10]2[C:9]([C:25]3[CH:30]=[CH:29][C:28]([Cl:31])=[CH:27][C:26]=3[Cl:32])=[N:8][C:7]3[N:6]([CH3:33])[C:5](=[O:34])[C:4]4[C:1]([CH3:2])([CH3:35])[O:3][C:15]([CH3:16])=[N:14][C:13]=4[C:12]=3[CH:11]=2)=[CH:23][CH:22]=1. The catalyst class is: 1.